This data is from Full USPTO retrosynthesis dataset with 1.9M reactions from patents (1976-2016). The task is: Predict the reactants needed to synthesize the given product. (1) Given the product [CH3:16][O:34][C:32]([C:31]1[CH:35]=[CH:36][C:28]([CH2:27][N:3]2[C:2](=[O:1])[CH2:8][CH2:7][N:6]([C:9]([O:11][C:12]([CH3:15])([CH3:14])[CH3:13])=[O:10])[CH2:5][CH2:4]2)=[CH:29][CH:30]=1)=[O:33], predict the reactants needed to synthesize it. The reactants are: [O:1]=[C:2]1[CH2:8][CH2:7][N:6]([C:9]([O:11][C:12]([CH3:15])([CH3:14])[CH3:13])=[O:10])[CH2:5][CH2:4][NH:3]1.[CH3:16][Si](C)(C)[N-][Si](C)(C)C.[Li+].Br[CH2:27][C:28]1[CH:36]=[CH:35][C:31]([C:32]([O-:34])=[O:33])=[CH:30][CH:29]=1. (2) Given the product [CH:1]1([C:4]2[CH:9]=[C:8]3[C:7]([CH2:10][CH:11]([CH2:12][CH3:13])[N:14]=[CH:15]3)=[CH:6][C:5]=2[O:17][CH3:18])[CH2:3][CH2:2]1, predict the reactants needed to synthesize it. The reactants are: [CH:1]1([C:4]2[CH:9]=[CH:8][C:7]([CH2:10][CH:11]([NH:14][CH:15]=O)[CH2:12][CH3:13])=[CH:6][C:5]=2[O:17][CH3:18])[CH2:3][CH2:2]1.O=P(Cl)(Cl)Cl. (3) Given the product [CH2:32]([N:36]([CH2:37][CH2:38][CH2:39][CH3:40])[C:17](=[O:18])[CH2:16][N:13]1[C:12]2[CH2:11][C:10]([CH3:20])([CH3:21])[CH2:9][CH2:8][C:7]=2[C:6]2[C:14]1=[CH:15][C:3]([O:2][CH3:1])=[CH:4][CH:5]=2)[CH2:33][CH2:34][CH3:35], predict the reactants needed to synthesize it. The reactants are: [CH3:1][O:2][C:3]1[CH:15]=[C:14]2[C:6]([C:7]3[CH2:8][CH2:9][C:10]([CH3:21])([CH3:20])[CH2:11][C:12]=3[N:13]2[CH2:16][C:17](O)=[O:18])=[CH:5][CH:4]=1.C1C=CC2N(O)N=NC=2C=1.[CH2:32]([NH:36][CH2:37][CH2:38][CH2:39][CH3:40])[CH2:33][CH2:34][CH3:35].